This data is from Full USPTO retrosynthesis dataset with 1.9M reactions from patents (1976-2016). The task is: Predict the reactants needed to synthesize the given product. (1) Given the product [OH:32][CH2:31][CH:28]1[CH2:29][CH2:30][N:25]([C:2]2[N:7]3[N:8]=[C:9]([CH3:11])[CH:10]=[C:6]3[N:5]=[C:4]([NH:12][C:13](=[O:24])[C:14]3[CH:19]=[CH:18][C:17]([C:20]([OH:23])([CH3:22])[CH3:21])=[CH:16][CH:15]=3)[CH:3]=2)[CH2:26][CH2:27]1, predict the reactants needed to synthesize it. The reactants are: Cl[C:2]1[N:7]2[N:8]=[C:9]([CH3:11])[CH:10]=[C:6]2[N:5]=[C:4]([NH:12][C:13](=[O:24])[C:14]2[CH:19]=[CH:18][C:17]([C:20]([OH:23])([CH3:22])[CH3:21])=[CH:16][CH:15]=2)[CH:3]=1.[NH:25]1[CH2:30][CH2:29][CH:28]([CH2:31][OH:32])[CH2:27][CH2:26]1. (2) The reactants are: C([BH3-])#N.[Na+].[OH:5][CH:6]1[CH2:11][CH2:10][NH:9][CH2:8][CH2:7]1.[C:12]1(=O)[CH2:15][CH2:14][CH2:13]1. Given the product [CH:12]1([N:9]2[CH2:10][CH2:11][CH:6]([OH:5])[CH2:7][CH2:8]2)[CH2:15][CH2:14][CH2:13]1, predict the reactants needed to synthesize it. (3) Given the product [C:1]([O:5][C:6](=[O:48])[N:7]([CH2:37][C:38]1[CH:43]=[CH:42][CH:41]=[C:40]([C:44]([CH3:47])([CH3:46])[CH3:45])[CH:39]=1)[C@@H:8]1[C@@H:13]([OH:14])[C@H:12]([CH2:15][C:16]2[CH:21]=[CH:20][C:19]([NH:22]/[C:23](/[S:34][CH3:49])=[CH:24]/[C:25]([C:27]3[CH:32]=[CH:31][C:30]([F:33])=[CH:29][CH:28]=3)=[O:26])=[CH:18][CH:17]=2)[CH2:11][S:10](=[O:36])(=[O:35])[CH2:9]1)([CH3:3])([CH3:4])[CH3:2], predict the reactants needed to synthesize it. The reactants are: [C:1]([O:5][C:6](=[O:48])[N:7]([CH2:37][C:38]1[CH:43]=[CH:42][CH:41]=[C:40]([C:44]([CH3:47])([CH3:46])[CH3:45])[CH:39]=1)[C@@H:8]1[C@@H:13]([OH:14])[C@H:12]([CH2:15][C:16]2[CH:21]=[CH:20][C:19]([NH:22]/[C:23](/[SH:34])=[CH:24]/[C:25]([C:27]3[CH:32]=[CH:31][C:30]([F:33])=[CH:29][CH:28]=3)=[O:26])=[CH:18][CH:17]=2)[CH2:11][S:10](=[O:36])(=[O:35])[CH2:9]1)([CH3:4])([CH3:3])[CH3:2].[CH3:49]I.[NH4+].[Cl-]. (4) The reactants are: [C:1]([O:4][CH2:5][CH2:6][C:7]1[CH:12]=[CH:11][C:10]([N+:13]([O-])=O)=[CH:9][C:8]=1[N+:16]([O-])=O)(=[O:3])[CH3:2].CO.[H][H]. Given the product [C:1]([O:4][CH2:5][CH2:6][C:7]1[CH:12]=[CH:11][C:10]([NH2:13])=[CH:9][C:8]=1[NH2:16])(=[O:3])[CH3:2], predict the reactants needed to synthesize it. (5) The reactants are: Cl[C:2]1[CH:7]=[N:6][NH:5][C:4](=[O:8])[C:3]=1[C:9]1[CH:14]=[CH:13][CH:12]=[C:11]([O:15][CH3:16])[CH:10]=1.[OH-].[Na+].Cl. Given the product [CH3:16][O:15][C:11]1[CH:10]=[C:9]([C:3]2[C:4](=[O:8])[NH:5][N:6]=[CH:7][CH:2]=2)[CH:14]=[CH:13][CH:12]=1, predict the reactants needed to synthesize it. (6) Given the product [C:12]1([C:2]2[CH:3]=[C:4]([CH:8]=[CH:9][C:10]=2[OH:11])[C:5]([OH:7])=[O:6])[CH:17]=[CH:16][CH:15]=[CH:14][CH:13]=1, predict the reactants needed to synthesize it. The reactants are: Br[C:2]1[CH:3]=[C:4]([CH:8]=[CH:9][C:10]=1[OH:11])[C:5]([OH:7])=[O:6].[C:12]1(B(O)O)[CH:17]=[CH:16][CH:15]=[CH:14][CH:13]=1.C(=O)([O-])[O-].[Cs+].[Cs+].Cl.